From a dataset of Forward reaction prediction with 1.9M reactions from USPTO patents (1976-2016). Predict the product of the given reaction. (1) Given the reactants Br[C:2]1[C:8]([C:9]([F:12])([F:11])[F:10])=[CH:7][C:5]([NH2:6])=[CH:4][C:3]=1[Cl:13].C(=O)([O-])[O-].[Na+].[Na+].CC1(C)C(C)(C)OB([C:28]2[CH:33]=[CH:32][C:31]([S:34]([CH:37]3[CH2:42][CH2:41][CH2:40][N:39]([C:43]([O:45][C:46]([CH3:49])([CH3:48])[CH3:47])=[O:44])[CH2:38]3)(=[O:36])=[O:35])=[CH:30][CH:29]=2)O1.O, predict the reaction product. The product is: [NH2:6][C:5]1[CH:7]=[C:8]([C:9]([F:12])([F:11])[F:10])[C:2]([C:28]2[CH:33]=[CH:32][C:31]([S:34]([CH:37]3[CH2:42][CH2:41][CH2:40][N:39]([C:43]([O:45][C:46]([CH3:49])([CH3:48])[CH3:47])=[O:44])[CH2:38]3)(=[O:36])=[O:35])=[CH:30][CH:29]=2)=[C:3]([Cl:13])[CH:4]=1. (2) Given the reactants [Cl:1][C:2]1[C:3]2[N:4]([CH:10]=[C:11]([C:13]([O:15][CH2:16][CH3:17])=[O:14])[CH:12]=2)[N:5]=[CH:6][C:7]=1[C:8]#[N:9].[OH:18]S(O)(=O)=O, predict the reaction product. The product is: [C:8]([C:7]1[CH:6]=[N:5][N:4]2[CH:10]=[C:11]([C:13]([O:15][CH2:16][CH3:17])=[O:14])[CH:12]=[C:3]2[C:2]=1[Cl:1])(=[O:18])[NH2:9]. (3) Given the reactants Br[C:2]1[CH:7]=[CH:6][C:5]([C:8]2[C:9](=[O:18])[NH:10][C:11]3([CH2:17][CH2:16][CH2:15][CH2:14][CH2:13]3)[N:12]=2)=[CH:4][CH:3]=1.[Cu][C:20]#[N:21], predict the reaction product. The product is: [O:18]=[C:9]1[NH:10][C:11]2([CH2:17][CH2:16][CH2:15][CH2:14][CH2:13]2)[N:12]=[C:8]1[C:5]1[CH:6]=[CH:7][C:2]([C:20]#[N:21])=[CH:3][CH:4]=1. (4) Given the reactants [NH:1]1[CH2:6][CH2:5][CH:4]([N:7]2[CH2:12][CH2:11][O:10][CH2:9][CH2:8]2)[CH2:3][CH2:2]1.Br[CH2:14][C:15]#[N:16], predict the reaction product. The product is: [N:7]1([CH:4]2[CH2:5][CH2:6][N:1]([CH2:14][C:15]#[N:16])[CH2:2][CH2:3]2)[CH2:12][CH2:11][O:10][CH2:9][CH2:8]1. (5) Given the reactants CC1(C)OB([C:7]2[CH:8]=[N:9][N:10](C(OC(C)(C)C)=O)[CH:11]=2)OC1(C)C.Br[C:23]1[C:24]([O:38][CH:39]2[CH2:42][CH2:41][CH2:40]2)=[C:25]2[C:30](=[CH:31][CH:32]=1)[N:29]([C:33]([O:35][CH3:36])=[O:34])[C@@H:28]([CH3:37])[CH2:27][CH2:26]2.C(=O)([O-])[O-].[Na+].[Na+].O1CCOCC1, predict the reaction product. The product is: [CH:39]1([O:38][C:24]2[C:23]([C:7]3[CH:11]=[N:10][NH:9][CH:8]=3)=[CH:32][CH:31]=[C:30]3[C:25]=2[CH2:26][CH2:27][C@H:28]([CH3:37])[N:29]3[C:33]([O:35][CH3:36])=[O:34])[CH2:40][CH2:41][CH2:42]1. (6) Given the reactants [CH3:1][N:2]1[C:10]2[C:5](=[CH:6][CH:7]=[CH:8][C:9]=2[CH2:11][C:12]([NH2:14])=[O:13])[CH:4]=[CH:3]1.[C:15]([C:17]1[CH:18]=[C:19]2[C:23](=[CH:24][CH:25]=1)[NH:22][CH:21]=[C:20]2[C:26](=O)[C:27](OC)=[O:28])#[N:16].CC(C)([O-])C.[K+].C1COCC1, predict the reaction product. The product is: [C:15]([C:17]1[CH:18]=[C:19]2[C:23](=[CH:24][CH:25]=1)[NH:22][CH:21]=[C:20]2[C:26]1[C:27](=[O:28])[NH:14][C:12](=[O:13])[C:11]=1[C:9]1[CH:8]=[CH:7][CH:6]=[C:5]2[C:10]=1[N:2]([CH3:1])[CH:3]=[CH:4]2)#[N:16]. (7) Given the reactants [C:1]([O:5][C:6]([N:8]([C:13]1[CH:21]=[CH:20][C:16]([C:17]([OH:19])=[O:18])=[CH:15][C:14]=1[O:22][CH2:23][CH:24]1[CH2:26][CH2:25]1)[S:9]([CH3:12])(=[O:11])=[O:10])=[O:7])([CH3:4])([CH3:3])[CH3:2].O[CH2:28][C:29]([O:31][CH2:32][C:33]1[CH:38]=[CH:37][CH:36]=[CH:35][CH:34]=1)=[O:30].C(Cl)CCl, predict the reaction product. The product is: [C:1]([O:5][C:6]([N:8]([C:13]1[CH:21]=[CH:20][C:16]([C:17]([O:19][CH2:28][C:29]([O:31][CH2:32][C:33]2[CH:38]=[CH:37][CH:36]=[CH:35][CH:34]=2)=[O:30])=[O:18])=[CH:15][C:14]=1[O:22][CH2:23][CH:24]1[CH2:25][CH2:26]1)[S:9]([CH3:12])(=[O:11])=[O:10])=[O:7])([CH3:4])([CH3:2])[CH3:3].